From a dataset of HIV replication inhibition screening data with 41,000+ compounds from the AIDS Antiviral Screen. Binary Classification. Given a drug SMILES string, predict its activity (active/inactive) in a high-throughput screening assay against a specified biological target. (1) The compound is Cc1cc(S(=O)(=O)n2ccnc2Oc2ccccc2)c(SSc2cc(Cl)c(C)cc2S(=O)(=O)n2ccnc2Oc2ccccc2)cc1Cl. The result is 0 (inactive). (2) The result is 0 (inactive). The molecule is CCOC(=O)c1nc2ccc(C(F)(F)F)cc2nc1Oc1ccc(F)cc1. (3) The molecule is CC(=O)Oc1cc(OC(C)=O)c(CC=C(C)C)c(-c2cc3ccc(OC(C)=O)c(CC=C(C)CCC=C(C)C)c3o2)c1. The result is 0 (inactive). (4) The drug is Cc1cc2c(c(C(=O)NCCC(=O)O)c1)Oc1c(cc(C)cc1C(=O)NCCC(=O)O)S2. The result is 0 (inactive). (5) The drug is S=c1sc2c(s1)SCCCCSCCCCSc1sc(=S)sc1SCCCCSCCCCS2. The result is 0 (inactive).